Dataset: Catalyst prediction with 721,799 reactions and 888 catalyst types from USPTO. Task: Predict which catalyst facilitates the given reaction. Reactant: Cl[C:2]1[C:11]2[C:6](=[CH:7][CH:8]=[CH:9][CH:10]=2)[N:5]=[CH:4][N:3]=1.CCN(C(C)C)C(C)C.C([N:28]1[CH2:33][CH2:32][NH:31][CH2:30][CH2:29]1)(OC(C)(C)C)=O.Cl.O1CCOCC1. Product: [N:28]1([C:2]2[C:11]3[C:6](=[CH:7][CH:8]=[CH:9][CH:10]=3)[N:5]=[CH:4][N:3]=2)[CH2:33][CH2:32][NH:31][CH2:30][CH2:29]1. The catalyst class is: 41.